Dataset: Forward reaction prediction with 1.9M reactions from USPTO patents (1976-2016). Task: Predict the product of the given reaction. (1) Given the reactants CC1(C)CCCC(C)(C)N1.CCCCCC.C([Li])CCC.C([N:24]([CH2:33][CH3:34])[C:25]([C:27]1[CH:31]=[CH:30][O:29][C:28]=1[CH3:32])=[O:26])C.[CH2:35]([O:37][C:38]1[CH:43]=[CH:42][C:41]([CH2:44]CC#N)=[CH:40][CH:39]=1)[CH3:36].Cl, predict the reaction product. The product is: [CH2:35]([O:37][C:38]1[CH:43]=[CH:42][C:41]([CH2:44][CH2:34][C:33]2[NH:24][C:25](=[O:26])[C:27]3[CH:31]=[CH:30][O:29][C:28]=3[CH:32]=2)=[CH:40][CH:39]=1)[CH3:36]. (2) Given the reactants [F:1][C:2]1[CH:7]=[CH:6][C:5]([C:8]2[CH:13]=[CH:12][C:11]([C:14]([NH:16][CH2:17][CH2:18][O:19][C:20]3[CH:25]=[CH:24][C:23]([CH2:26][CH:27]([O:33][C:34]4[CH:39]=[CH:38][C:37]([CH:40]([CH3:42])[CH3:41])=[CH:36][CH:35]=4)[C:28]([O:30]CC)=[O:29])=[CH:22][CH:21]=3)=[O:15])=[CH:10][N:9]=2)=[CH:4][CH:3]=1.[OH-].[Na+], predict the reaction product. The product is: [F:1][C:2]1[CH:3]=[CH:4][C:5]([C:8]2[CH:13]=[CH:12][C:11]([C:14]([NH:16][CH2:17][CH2:18][O:19][C:20]3[CH:25]=[CH:24][C:23]([CH2:26][CH:27]([O:33][C:34]4[CH:35]=[CH:36][C:37]([CH:40]([CH3:42])[CH3:41])=[CH:38][CH:39]=4)[C:28]([OH:30])=[O:29])=[CH:22][CH:21]=3)=[O:15])=[CH:10][N:9]=2)=[CH:6][CH:7]=1. (3) Given the reactants Br[C:2]1[CH:3]=[C:4]2[C:10]([C:11]3[O:15][CH:14]=[N:13][CH:12]=3)=[CH:9][NH:8][C:5]2=[N:6][CH:7]=1.[O:16]([C:23]1[CH:28]=[CH:27][CH:26]=[CH:25][C:24]=1B(O)O)[C:17]1[CH:22]=[CH:21][CH:20]=[CH:19][CH:18]=1.[Li+].[Cl-].C([O-])([O-])=O.[Na+].[Na+], predict the reaction product. The product is: [O:15]1[C:11]([C:10]2[C:4]3[C:5](=[N:6][CH:7]=[C:2]([C:18]4[CH:19]=[CH:20][CH:21]=[CH:22][C:17]=4[O:16][C:23]4[CH:24]=[CH:25][CH:26]=[CH:27][CH:28]=4)[CH:3]=3)[NH:8][CH:9]=2)=[CH:12][N:13]=[CH:14]1. (4) Given the reactants Br[CH2:2][C:3]1[CH:12]=[CH:11][C:6]([C:7]([O:9][CH3:10])=[O:8])=[CH:5][CH:4]=1.[CH3:13][O:14][C:15]1[CH:16]=[C:17]([C@H:21]([NH2:23])[CH3:22])[CH:18]=[CH:19][CH:20]=1.C([O-])([O-])=O.[K+].[K+], predict the reaction product. The product is: [CH3:13][O:14][C:15]1[CH:16]=[C:17]([C@H:21]([NH:23][CH2:2][C:3]2[CH:12]=[CH:11][C:6]([C:7]([O:9][CH3:10])=[O:8])=[CH:5][CH:4]=2)[CH3:22])[CH:18]=[CH:19][CH:20]=1. (5) Given the reactants [C:1]([O:5][C:6]([NH:8][C@@H:9]([C:13]([CH3:16])([CH3:15])[CH3:14])[C:10]([OH:12])=O)=[O:7])([CH3:4])([CH3:3])[CH3:2].[C@H:17]1([NH:27][C:28]([C@@H:30]2[CH2:39][C:38]3[C:33](=[CH:34][C:35]([C:40]([O:42][CH3:43])=[O:41])=[CH:36][CH:37]=3)[CH2:32][NH:31]2)=[O:29])[C:26]2[C:21](=[CH:22][CH:23]=[CH:24][CH:25]=2)[CH2:20][CH2:19][CH2:18]1.C(Cl)CCl.C1C=NC2N(O)N=NC=2C=1.CN1CCOCC1, predict the reaction product. The product is: [C:1]([O:5][C:6]([NH:8][C@@H:9]([C:13]([CH3:16])([CH3:15])[CH3:14])[C:10]([N:31]1[C@H:30]([C:28](=[O:29])[NH:27][C@H:17]2[C:26]3[C:21](=[CH:22][CH:23]=[CH:24][CH:25]=3)[CH2:20][CH2:19][CH2:18]2)[CH2:39][C:38]2[C:33](=[CH:34][C:35]([C:40]([O:42][CH3:43])=[O:41])=[CH:36][CH:37]=2)[CH2:32]1)=[O:12])=[O:7])([CH3:2])([CH3:3])[CH3:4]. (6) Given the reactants [NH2:1][C:2]1[C:3]([C:12]([N:14]([CH2:27][C:28]2[CH:33]=[CH:32][CH:31]=[CH:30][CH:29]=2)[C@H:15]([C:23]([O:25][CH3:26])=[O:24])[CH2:16][C:17]2[CH:22]=[CH:21][CH:20]=[CH:19][CH:18]=2)=[O:13])=[CH:4][C:5]2[C:10]([CH:11]=1)=[CH:9][CH:8]=[CH:7][CH:6]=2.C(N(CC)CC)C.[Cl:41][C:42]1[CH:47]=[CH:46][CH:45]=[C:44]([Cl:48])[C:43]=1[N:49]=[C:50]=[O:51], predict the reaction product. The product is: [Cl:41][C:42]1[CH:47]=[CH:46][CH:45]=[C:44]([Cl:48])[C:43]=1[NH:49][C:50]([NH:1][C:2]1[C:3]([C:12]([N:14]([CH2:27][C:28]2[CH:33]=[CH:32][CH:31]=[CH:30][CH:29]=2)[C@H:15]([C:23]([O:25][CH3:26])=[O:24])[CH2:16][C:17]2[CH:22]=[CH:21][CH:20]=[CH:19][CH:18]=2)=[O:13])=[CH:4][C:5]2[C:10]([CH:11]=1)=[CH:9][CH:8]=[CH:7][CH:6]=2)=[O:51]. (7) The product is: [CH2:1]([N:8]1[CH2:12][CH:11]([OH:13])[C:10]2([CH2:14][CH2:15][CH2:16][CH2:17]2)[CH2:9]1)[C:2]1[CH:3]=[CH:4][CH:5]=[CH:6][CH:7]=1. Given the reactants [CH2:1]([N:8]1[CH2:12][C:11](=[O:13])[C:10]2([CH2:17][CH2:16][CH2:15][CH2:14]2)[C:9]1=O)[C:2]1[CH:7]=[CH:6][CH:5]=[CH:4][CH:3]=1.[H-].[H-].[H-].[H-].[Li+].[Al+3], predict the reaction product.